This data is from Forward reaction prediction with 1.9M reactions from USPTO patents (1976-2016). The task is: Predict the product of the given reaction. (1) The product is: [C:4]([C:8]1[CH:13]=[C:12]([NH:42][C:43]2[N:45]([CH3:2])[C:39]3[CH:38]=[CH:37][C:17]([O:18][C:19]4[CH:24]=[CH:23][N:22]=[C:21]([NH:25][C:26]([NH:28][CH2:29][CH2:30][N:31]5[CH2:32][CH2:33][O:34][CH2:35][CH2:36]5)=[O:27])[CH:20]=4)=[CH:16][C:15]=3[N:14]=2)[CH:11]=[CH:10][CH:9]=1)([CH3:7])([CH3:6])[CH3:5]. Given the reactants [N-]=[C:2]=S.[C:4]([C:8]1[CH:9]=[CH:10][CH:11]=[CH:12][CH:13]=1)([CH3:7])([CH3:6])[CH3:5].[NH2:14][C:15]1[CH:16]=[C:17]([CH:37]=[CH:38][C:39]=1NC)[O:18][C:19]1[CH:24]=[CH:23][N:22]=[C:21]([NH:25][C:26]([NH:28][CH2:29][CH2:30][N:31]2[CH2:36][CH2:35][O:34][CH2:33][CH2:32]2)=[O:27])[CH:20]=1.[NH2:42][C:43]([NH2:45])=S, predict the reaction product. (2) Given the reactants C[O:2][C:3]([C:5]1[CH:21]=[CH:20][C:8]2[N:9]=[C:10]([C:12]3[C:17]([Cl:18])=[CH:16][CH:15]=[CH:14][C:13]=3[Cl:19])[NH:11][C:7]=2[CH:6]=1)=[O:4].[OH-].[Na+].Cl, predict the reaction product. The product is: [Cl:19][C:13]1[CH:14]=[CH:15][CH:16]=[C:17]([Cl:18])[C:12]=1[C:10]1[NH:11][C:7]2[CH:6]=[C:5]([C:3]([OH:4])=[O:2])[CH:21]=[CH:20][C:8]=2[N:9]=1.